Dataset: Forward reaction prediction with 1.9M reactions from USPTO patents (1976-2016). Task: Predict the product of the given reaction. (1) The product is: [C:1]([O:5][C:6](=[O:45])[NH:7][C@:8]([CH3:44])([C:23]1[CH:32]=[CH:31][C:30]2[C:25](=[CH:26][CH:27]=[C:28]([O:33][C@H:34]3[CH2:35][CH2:36][C@H:37]([C:40]([F:41])([F:42])[F:43])[CH2:38][CH2:39]3)[C:29]=2[C:66]([F:69])([F:68])[F:67])[CH:24]=1)[CH2:9][O:10][P:11]([O:18][C:19]([CH3:22])([CH3:21])[CH3:20])([O:13][C:14]([CH3:15])([CH3:16])[CH3:17])=[O:12])([CH3:2])([CH3:3])[CH3:4]. Given the reactants [C:1]([O:5][C:6](=[O:45])[NH:7][C@:8]([CH3:44])([C:23]1[CH:32]=[CH:31][C:30]2[C:25](=[CH:26][CH:27]=[C:28]([O:33][C@H:34]3[CH2:39][CH2:38][C@H:37]([C:40]([F:43])([F:42])[F:41])[CH2:36][CH2:35]3)[CH:29]=2)[CH:24]=1)[CH2:9][O:10][P:11]([O:18][C:19]([CH3:22])([CH3:21])[CH3:20])([O:13][C:14]([CH3:17])([CH3:16])[CH3:15])=[O:12])([CH3:4])([CH3:3])[CH3:2].C(OC(=O)N[C@](C)(C1C=CC2C(=CC=C(O[C@H]3CC[C@H]([C:66]([F:69])([F:68])[F:67])CC3)C=2[C:66]([F:69])([F:68])[F:67])C=1)CO)(C)(C)C, predict the reaction product. (2) The product is: [C:19](=[O:20])([O:21][CH2:22][C:23]([Cl:26])([Cl:25])[Cl:24])[NH2:1].[NH2:1][CH:2]1[CH2:7][CH2:6][N:5]([C:8](=[O:10])[CH3:9])[CH2:4][CH2:3]1. Given the reactants [NH2:1][CH:2]1[CH2:7][CH2:6][N:5]([C:8](=[O:10])[CH3:9])[CH2:4][CH2:3]1.CCN(CC)CC.Cl[C:19]([O:21][CH2:22][C:23]([Cl:26])([Cl:25])[Cl:24])=[O:20], predict the reaction product. (3) Given the reactants [Cl:1][C:2]1[S:35][C:5]2[C:6]3([CH2:16][CH2:15][N:14]([CH2:17][C:18]4[C:19]([C:30](OCC)=[O:31])=[N:20][N:21]([C:23]5[C:28]([Cl:29])=[CH:27][CH:26]=[CH:25][N:24]=5)[CH:22]=4)[CH2:13][CH2:12]3)[O:7][CH2:8][C:9]([F:11])([F:10])[C:4]=2[CH:3]=1.[BH4-].[Li+], predict the reaction product. The product is: [Cl:1][C:2]1[S:35][C:5]2[C:6]3([O:7][CH2:8][C:9]([F:11])([F:10])[C:4]=2[CH:3]=1)[CH2:12][CH2:13][N:14]([CH2:17][C:18]1[C:19]([CH2:30][OH:31])=[N:20][N:21]([C:23]2[C:28]([Cl:29])=[CH:27][CH:26]=[CH:25][N:24]=2)[CH:22]=1)[CH2:15][CH2:16]3.